Dataset: Tox21: 12 toxicity assays (nuclear receptors and stress response pathways). Task: Binary classification across 12 toxicity assays. (1) The compound is CCOP(=S)(OCC)O/N=C(\C#N)c1ccccc1. It tested positive (active) for: NR-AhR (Aryl hydrocarbon Receptor agonist activity), and NR-ER (Estrogen Receptor agonist activity). (2) The drug is CC1=C(/C=C/C(C)=C/C=C/C(C)=C/CO)C(C)(C)CCC1. It tested positive (active) for: NR-Aromatase (Aromatase enzyme inhibition), SR-ARE (Antioxidant Response Element (oxidative stress)), SR-HSE (Heat Shock Element response), and SR-MMP (Mitochondrial Membrane Potential disruption). (3) The drug is CCC(C)OC(=O)c1ccc(O)cc1. It tested positive (active) for: NR-AhR (Aryl hydrocarbon Receptor agonist activity), NR-ER (Estrogen Receptor agonist activity), and NR-ER-LBD (Estrogen Receptor Ligand Binding Domain agonist). (4) It tested positive (active) for: SR-ARE (Antioxidant Response Element (oxidative stress)). The molecule is O=C(O)C(Br)(Br)Br.